Dataset: NCI-60 drug combinations with 297,098 pairs across 59 cell lines. Task: Regression. Given two drug SMILES strings and cell line genomic features, predict the synergy score measuring deviation from expected non-interaction effect. (1) Drug 1: CC1=CC=C(C=C1)C2=CC(=NN2C3=CC=C(C=C3)S(=O)(=O)N)C(F)(F)F. Drug 2: CC12CCC3C(C1CCC2O)C(CC4=C3C=CC(=C4)O)CCCCCCCCCS(=O)CCCC(C(F)(F)F)(F)F. Cell line: UO-31. Synergy scores: CSS=-2.21, Synergy_ZIP=1.40, Synergy_Bliss=0.386, Synergy_Loewe=-2.19, Synergy_HSA=-2.04. (2) Drug 1: C1CC(C1)(C(=O)O)C(=O)O.[NH2-].[NH2-].[Pt+2]. Drug 2: CC1CCC2CC(C(=CC=CC=CC(CC(C(=O)C(C(C(=CC(C(=O)CC(OC(=O)C3CCCCN3C(=O)C(=O)C1(O2)O)C(C)CC4CCC(C(C4)OC)O)C)C)O)OC)C)C)C)OC. Cell line: MOLT-4. Synergy scores: CSS=77.6, Synergy_ZIP=3.65, Synergy_Bliss=5.66, Synergy_Loewe=7.45, Synergy_HSA=8.73.